This data is from Retrosynthesis with 50K atom-mapped reactions and 10 reaction types from USPTO. The task is: Predict the reactants needed to synthesize the given product. (1) Given the product COc1ccc(/C=C\Br)cc1O, predict the reactants needed to synthesize it. The reactants are: COc1ccc(C=C(Br)Br)cc1O. (2) Given the product O=C(O)C(F)(F)F, predict the reactants needed to synthesize it. The reactants are: CC[C@@H](/C=C/C(=O)OC)NC(=O)OC(C)(C)C.